From a dataset of Reaction yield outcomes from USPTO patents with 853,638 reactions. Predict the reaction yield, written as a fraction of the theoretical maximum amount of product (1.0 means a 100% yield; for example, 0.34 means a 34% yield). (1) The reactants are [S:1]1[CH:5]=[CH:4][C:3](B(O)O)=[CH:2]1.Br[C:10]1[CH:28]=[CH:27][C:13]([C:14]([CH2:16][CH2:17][CH2:18][CH2:19][CH2:20][CH2:21][C:22]([O:24][CH2:25][CH3:26])=[O:23])=[O:15])=[CH:12][CH:11]=1.C1(C)C=CC=CC=1.C([O-])([O-])=O.[K+].[K+]. The catalyst is C1C=CC([P]([Pd]([P](C2C=CC=CC=2)(C2C=CC=CC=2)C2C=CC=CC=2)([P](C2C=CC=CC=2)(C2C=CC=CC=2)C2C=CC=CC=2)[P](C2C=CC=CC=2)(C2C=CC=CC=2)C2C=CC=CC=2)(C2C=CC=CC=2)C2C=CC=CC=2)=CC=1.C(O)C. The product is [CH2:25]([O:24][C:22](=[O:23])[CH2:21][CH2:20][CH2:19][CH2:18][CH2:17][CH2:16][C:14](=[O:15])[C:13]1[CH:12]=[CH:11][C:10]([C:3]2[CH:4]=[CH:5][S:1][CH:2]=2)=[CH:28][CH:27]=1)[CH3:26]. The yield is 0.200. (2) The yield is 0.860. The reactants are Cl[C:2]1[N:7]=[C:6]([N:8]([CH2:17][C:18]([CH3:21])([CH3:20])[CH3:19])[CH2:9][C:10]2[CH:15]=[CH:14][C:13]([I:16])=[CH:12][CH:11]=2)[CH:5]=[CH:4][N:3]=1.[C-]#N.[Na+].[N:25]12CCN(CC1)C[CH2:26]2.O. The product is [CH3:19][C:18]([CH3:21])([CH3:20])[CH2:17][N:8]([CH2:9][C:10]1[CH:15]=[CH:14][C:13]([I:16])=[CH:12][CH:11]=1)[C:6]1[CH:5]=[CH:4][N:3]=[C:2]([C:26]#[N:25])[N:7]=1. The catalyst is CS(C)=O. (3) The reactants are Br[C:2]1[O:6][C:5]([C:7]([N:9]2[CH2:14][CH2:13][N:12]([CH3:15])[CH2:11][CH2:10]2)=[O:8])=[CH:4][CH:3]=1.[C:16]1(B(O)O)[CH:21]=[CH:20][C:19](B(O)O)=[CH:18][CH:17]=1. The catalyst is O1CCOCC1.C(=O)([O-])[O-].[Na+].[Na+].[Pd]. The product is [CH3:15][N:12]1[CH2:13][CH2:14][N:9]([C:7]([C:5]2[O:6][C:2]([C:16]3[CH:21]=[CH:20][C:19]([C:2]4[O:6][C:5]([C:7]([N:9]5[CH2:10][CH2:11][N:12]([CH3:15])[CH2:13][CH2:14]5)=[O:8])=[CH:4][CH:3]=4)=[CH:18][CH:17]=3)=[CH:3][CH:4]=2)=[O:8])[CH2:10][CH2:11]1. The yield is 0.800. (4) The reactants are Br[CH2:2][CH2:3][CH2:4][CH2:5][CH2:6][C:7]1[S:11][C:10]([NH:12][S:13]([C:16]2[CH:21]=[CH:20][C:19]([CH2:22][CH2:23][CH2:24][CH2:25][CH2:26][CH2:27][CH2:28][CH2:29][CH2:30][CH2:31][CH2:32][CH3:33])=[CH:18][CH:17]=2)(=[O:15])=[O:14])=[N:9][N:8]=1.[CH3:34][NH2:35].C([O-])([O-])=O.[K+].[K+]. The catalyst is CCOCC. The product is [CH2:22]([C:19]1[CH:20]=[CH:21][C:16]([S:13]([NH:12][C:10]2[S:11][C:7]([CH2:6][CH2:5][CH2:4][CH2:3][CH2:2][NH:35][CH3:34])=[N:8][N:9]=2)(=[O:15])=[O:14])=[CH:17][CH:18]=1)[CH2:23][CH2:24][CH2:25][CH2:26][CH2:27][CH2:28][CH2:29][CH2:30][CH2:31][CH2:32][CH3:33]. The yield is 0.610. (5) The reactants are C(O)=O.[NH2:4][CH2:5][CH2:6][NH:7][S:8]([C:11]1[CH:16]=[CH:15][C:14]([C:17]2[CH:22]=[CH:21][N:20]=[C:19]3[NH:23][C:24]([C:26]#[C:27][CH2:28][OH:29])=[CH:25][C:18]=23)=[CH:13][CH:12]=1)(=[O:10])=[O:9]. The catalyst is CO.[Pd]. The product is [NH2:4][CH2:5][CH2:6][NH:7][S:8]([C:11]1[CH:12]=[CH:13][C:14]([C:17]2[CH:22]=[CH:21][N:20]=[C:19]3[NH:23][C:24]([CH2:26][CH2:27][CH2:28][OH:29])=[CH:25][C:18]=23)=[CH:15][CH:16]=1)(=[O:9])=[O:10]. The yield is 0.170.